Dataset: Reaction yield outcomes from USPTO patents with 853,638 reactions. Task: Predict the reaction yield, written as a fraction of the theoretical maximum amount of product (1.0 means a 100% yield; for example, 0.34 means a 34% yield). (1) The reactants are C[O:2][C:3]1[CH:12]=[C:11]2[C:6]([CH:7]=[C:8]([CH3:13])[N:9]=[CH:10]2)=[CH:5][CH:4]=1.B(Br)(Br)Br.CO. The catalyst is C(Cl)Cl. The product is [CH3:13][C:8]1[N:9]=[CH:10][C:11]2[C:6]([CH:7]=1)=[CH:5][CH:4]=[C:3]([OH:2])[CH:12]=2. The yield is 0.920. (2) The yield is 0.660. No catalyst specified. The reactants are [O:1]1[CH2:6][C:5](=[O:7])[NH:4][C:3]2[CH:8]=[CH:9][CH:10]=[CH:11][C:2]1=2.[S:12]([Cl:16])(=O)(=[O:14])[OH:13]. The product is [O:7]=[C:5]1[CH2:6][O:1][C:2]2[CH:11]=[CH:10][C:9]([S:12]([Cl:16])(=[O:14])=[O:13])=[CH:8][C:3]=2[NH:4]1. (3) The reactants are [F:1][C:2]1[CH:7]=[CH:6][C:5]([CH2:8][CH2:9][CH2:10][CH2:11][C:12]2[S:13][C:14]3[N:15]=[C:16]([NH2:27])[N:17]=[C:18]([N:21]4[CH2:26][CH2:25][NH:24][CH2:23][CH2:22]4)[C:19]=3[N:20]=2)=[CH:4][CH:3]=1.[Cl:28][C:29]1[CH:39]=[CH:38][C:32]([O:33][CH2:34][C:35](O)=[O:36])=[CH:31][CH:30]=1. No catalyst specified. The product is [NH2:27][C:16]1[N:17]=[C:18]([N:21]2[CH2:22][CH2:23][N:24]([C:35](=[O:36])[CH2:34][O:33][C:32]3[CH:38]=[CH:39][C:29]([Cl:28])=[CH:30][CH:31]=3)[CH2:25][CH2:26]2)[C:19]2[N:20]=[C:12]([CH2:11][CH2:10][CH2:9][CH2:8][C:5]3[CH:6]=[CH:7][C:2]([F:1])=[CH:3][CH:4]=3)[S:13][C:14]=2[N:15]=1. The yield is 0.230. (4) The reactants are Cl.Cl.[NH2:3][C@@H:4]1[C:10](=[O:11])[N:9]([CH2:12][C:13]2[C:22]3[C:17](=[CH:18][CH:19]=[CH:20][CH:21]=3)[N:16]=[CH:15][C:14]=2[CH:23]2[CH2:25][CH2:24]2)[C:8]2[CH:26]=[CH:27][C:28]([C:30]#[N:31])=[CH:29][C:7]=2[NH:6][C@H:5]1[CH3:32].[C:33]([N:40]([CH3:46])[C@H:41]([C:43](O)=[O:44])[CH3:42])([O:35][C:36]([CH3:39])([CH3:38])[CH3:37])=[O:34].C(N(CC)C(C)C)(C)C.CN(C(ON1N=NC2C=CC=CC1=2)=[N+](C)C)C.F[P-](F)(F)(F)(F)F. The catalyst is CN(C=O)C.CCOC(C)=O. The product is [C:30]([C:28]1[CH:27]=[CH:26][C:8]2[N:9]([CH2:12][C:13]3[C:22]4[C:17](=[CH:18][CH:19]=[CH:20][CH:21]=4)[N:16]=[CH:15][C:14]=3[CH:23]3[CH2:25][CH2:24]3)[C:10](=[O:11])[C@@H:4]([NH:3][C:43](=[O:44])[C@@H:41]([N:40]([CH3:46])[C:33](=[O:34])[O:35][C:36]([CH3:37])([CH3:39])[CH3:38])[CH3:42])[C@H:5]([CH3:32])[NH:6][C:7]=2[CH:29]=1)#[N:31]. The yield is 0.920. (5) The yield is 0.862. The reactants are [C:1]([C:3]1[C:4]([Cl:12])=[C:5]([CH:7]=[C:8]([F:11])[C:9]=1[Cl:10])N)#[N:2].Cl.O.N([O-])=O.[Na+].O.[BrH:20]. The product is [C:1]([C:3]1[C:4]([Cl:12])=[C:5]([Br:20])[CH:7]=[C:8]([F:11])[C:9]=1[Cl:10])#[N:2]. No catalyst specified. (6) The reactants are [CH:1]([C@:4]1([C:20]([N:22]2[CH2:31][CH2:30][C:29]3[N:28]=[CH:27][C:26]([C:32]([F:35])(F)[F:33])=[CH:25][C:24]=3[CH2:23]2)=[O:21])[CH2:8][CH2:7][CH:6]([N:9]2[CH2:14][CH2:13][CH:12]([CH2:15][C:16]([O:18]C)=[O:17])[CH2:11][CH2:10]2)[CH2:5]1)([CH3:3])[CH3:2].[OH-].[Li+].Cl.[CH3:39]O. No catalyst specified. The product is [F:35][C:32]([C:26]1[CH:27]=[N:28][C:29]2[CH2:30][CH2:31][N:22]([C:20]([C@@:4]3([CH:1]([CH3:2])[CH3:3])[CH2:8][CH2:7][CH:6]([N:9]4[CH2:10][CH2:11][CH:12]([CH2:15][C:16]([OH:18])=[O:17])[CH2:13][CH2:14]4)[CH2:5]3)=[O:21])[CH2:23][C:24]=2[CH:25]=1)([F:33])[CH3:39]. The yield is 0.910. (7) The reactants are [S:1]1[CH:5]=[CH:4][CH:3]=[C:2]1[C:6]1[CH:10]=[C:9]([CH2:11][CH2:12][CH:13]=O)[O:8][N:7]=1.[C:15]1([N:21]2[CH2:26][CH2:25][NH:24][CH2:23][CH2:22]2)[CH:20]=[CH:19][CH:18]=[CH:17][CH:16]=1.[BH-](OC(C)=O)(OC(C)=O)OC(C)=O.[Na+]. The catalyst is C(Cl)Cl. The product is [C:15]1([N:21]2[CH2:26][CH2:25][N:24]([CH2:13][CH2:12][CH2:11][C:9]3[O:8][N:7]=[C:6]([C:2]4[S:1][CH:5]=[CH:4][CH:3]=4)[CH:10]=3)[CH2:23][CH2:22]2)[CH:20]=[CH:19][CH:18]=[CH:17][CH:16]=1. The yield is 0.774. (8) The reactants are [CH3:1][C:2]1([CH3:14])[O:6][B:5]([C:7]2[CH:8]=[N:9][NH:10][CH:11]=2)[O:4][C:3]1([CH3:13])[CH3:12].C(N(CC)CC)C.[CH2:22]([S:24](Cl)(=[O:26])=[O:25])[CH3:23]. The catalyst is ClCCl. The product is [CH2:22]([S:24]([N:9]1[CH:8]=[C:7]([B:5]2[O:6][C:2]([CH3:14])([CH3:1])[C:3]([CH3:13])([CH3:12])[O:4]2)[CH:11]=[N:10]1)(=[O:26])=[O:25])[CH3:23]. The yield is 0.640. (9) The reactants are [CH3:1][C:2]1([CH3:26])[C:11]2[C:6](=[CH:7][C:8](/[CH:12]=[CH:13]/[C:14]3[CH:23]=[CH:22][C:17]([C:18]([O:20]C)=[O:19])=[CH:16][CH:15]=3)=[CH:9][CH:10]=2)[C:5]([CH3:25])([CH3:24])[CH2:4][CH2:3]1.[OH-].[K+]. The catalyst is O. The product is [CH3:1][C:2]1([CH3:26])[C:11]2[C:6](=[CH:7][C:8](/[CH:12]=[CH:13]/[C:14]3[CH:15]=[CH:16][C:17]([C:18]([OH:20])=[O:19])=[CH:22][CH:23]=3)=[CH:9][CH:10]=2)[C:5]([CH3:25])([CH3:24])[CH2:4][CH2:3]1. The yield is 0.900. (10) The reactants are Cl[CH2:2][CH2:3][O:4][C:5]1[CH:10]=[CH:9][C:8]([C:11]2[O:12][CH:13]=[C:14]([CH2:16][C:17]([O:19][CH3:20])=[O:18])[N:15]=2)=[CH:7][CH:6]=1.[CH3:21][CH:22]1[CH2:26][CH2:25][CH2:24][NH:23]1.C(=O)([O-])[O-].[K+].[K+].[I-].[Na+]. The catalyst is C(#N)C. The product is [CH3:21][CH:22]1[CH2:26][CH2:25][CH2:24][N:23]1[CH2:2][CH2:3][O:4][C:5]1[CH:10]=[CH:9][C:8]([C:11]2[O:12][CH:13]=[C:14]([CH2:16][C:17]([O:19][CH3:20])=[O:18])[N:15]=2)=[CH:7][CH:6]=1. The yield is 0.470.